Dataset: Clinical trial toxicity outcomes and FDA approval status for drugs. Task: Regression/Classification. Given a drug SMILES string, predict its toxicity properties. Task type varies by dataset: regression for continuous values (e.g., LD50, hERG inhibition percentage) or binary classification for toxic/non-toxic outcomes (e.g., AMES mutagenicity, cardiotoxicity, hepatotoxicity). Dataset: clintox. (1) The compound is CCC[C@@H]1C[C@@H](C(=O)N[C@H]([C@@H](C)O)[C@H]2O[C@H](SC)[C@H](O)[C@@H](O)[C@H]2O)[NH+](C)C1. The result is 0 (passed clinical trial). (2) The molecule is CS(=O)(=O)CCNCc1ccc(-c2ccc3ncnc(Nc4ccc(OCc5cccc(F)c5)c(Cl)c4)c3c2)o1. The result is 1 (failed clinical trial for toxicity). (3) The drug is Cc1ccccc1N1C(=O)c2cc(S(N)(=O)=O)c(Cl)cc2NC1C. The result is 0 (passed clinical trial). (4) The drug is CC(C)C[C@H](NC(=O)[C@H](Cc1ccccc1)NC(=O)c1cnccn1)B(O)O. The result is 1 (failed clinical trial for toxicity). (5) The compound is CCC(=O)O[C@](Cc1ccccc1)(c1ccccc1)[C@H](C)C[NH+](C)C. The result is 0 (passed clinical trial). (6) The compound is Cc1oncc1C(=O)Nc1ccc(C(F)(F)F)cc1. The result is 0 (passed clinical trial). (7) The drug is CO/N=C1\CN(c2nc3c(cc2F)c(=O)c(C(=O)[O-])cn3C2CC2)CC1C[NH3+]. The result is 0 (passed clinical trial).